This data is from Full USPTO retrosynthesis dataset with 1.9M reactions from patents (1976-2016). The task is: Predict the reactants needed to synthesize the given product. Given the product [CH2:19]([N:4]([CH2:1][CH2:2][CH3:3])[C:5]([CH2:7][C:8]1[C:16]2[C:11](=[CH:12][CH:13]=[C:14]([O:17][CH3:18])[CH:15]=2)[N:10]([CH3:24])[CH:9]=1)=[O:6])[CH2:20][CH3:21], predict the reactants needed to synthesize it. The reactants are: [CH2:1]([N:4]([CH2:19][CH2:20][CH3:21])[C:5]([CH2:7][C:8]1[C:16]2[C:11](=[CH:12][CH:13]=[C:14]([O:17][CH3:18])[CH:15]=2)[NH:10][CH:9]=1)=[O:6])[CH2:2][CH3:3].[H-].[Na+].[CH3:24]I.